This data is from Peptide-MHC class I binding affinity with 185,985 pairs from IEDB/IMGT. The task is: Regression. Given a peptide amino acid sequence and an MHC pseudo amino acid sequence, predict their binding affinity value. This is MHC class I binding data. (1) The peptide sequence is ITYFFEMI. The MHC is H-2-Kb with pseudo-sequence H-2-Kb. The binding affinity (normalized) is 0.584. (2) The peptide sequence is AHYEEDVNL. The MHC is HLA-B18:01 with pseudo-sequence HLA-B18:01. The binding affinity (normalized) is 0.0847.